From a dataset of NCI-60 drug combinations with 297,098 pairs across 59 cell lines. Regression. Given two drug SMILES strings and cell line genomic features, predict the synergy score measuring deviation from expected non-interaction effect. (1) Drug 1: COC1=NC(=NC2=C1N=CN2C3C(C(C(O3)CO)O)O)N. Drug 2: C1CN(CCN1C(=O)CCBr)C(=O)CCBr. Cell line: UO-31. Synergy scores: CSS=11.3, Synergy_ZIP=-3.86, Synergy_Bliss=-1.28, Synergy_Loewe=-2.53, Synergy_HSA=0.952. (2) Drug 1: C1CNP(=O)(OC1)N(CCCl)CCCl. Drug 2: CC1C(C(CC(O1)OC2CC(CC3=C2C(=C4C(=C3O)C(=O)C5=C(C4=O)C(=CC=C5)OC)O)(C(=O)CO)O)N)O.Cl. Cell line: OVCAR3. Synergy scores: CSS=33.0, Synergy_ZIP=6.02, Synergy_Bliss=6.34, Synergy_Loewe=-42.9, Synergy_HSA=0.573. (3) Drug 1: C1CCN(CC1)CCOC2=CC=C(C=C2)C(=O)C3=C(SC4=C3C=CC(=C4)O)C5=CC=C(C=C5)O. Drug 2: CC1=C(C(=CC=C1)Cl)NC(=O)C2=CN=C(S2)NC3=CC(=NC(=N3)C)N4CCN(CC4)CCO. Cell line: PC-3. Synergy scores: CSS=19.7, Synergy_ZIP=2.91, Synergy_Bliss=3.96, Synergy_Loewe=-0.0322, Synergy_HSA=2.62. (4) Drug 1: CN(C)C1=NC(=NC(=N1)N(C)C)N(C)C. Drug 2: C1=CC=C(C=C1)NC(=O)CCCCCCC(=O)NO. Cell line: UACC62. Synergy scores: CSS=3.69, Synergy_ZIP=-7.14, Synergy_Bliss=-6.65, Synergy_Loewe=-35.8, Synergy_HSA=-7.26. (5) Drug 1: CN1C2=C(C=C(C=C2)N(CCCl)CCCl)N=C1CCCC(=O)O.Cl. Drug 2: C(CCl)NC(=O)N(CCCl)N=O. Cell line: OVCAR3. Synergy scores: CSS=11.8, Synergy_ZIP=1.91, Synergy_Bliss=10.0, Synergy_Loewe=6.18, Synergy_HSA=7.13. (6) Drug 1: COC1=CC(=CC(=C1O)OC)C2C3C(COC3=O)C(C4=CC5=C(C=C24)OCO5)OC6C(C(C7C(O6)COC(O7)C8=CC=CS8)O)O. Drug 2: COC1=NC(=NC2=C1N=CN2C3C(C(C(O3)CO)O)O)N. Cell line: UO-31. Synergy scores: CSS=17.1, Synergy_ZIP=-4.26, Synergy_Bliss=1.06, Synergy_Loewe=-42.0, Synergy_HSA=2.27.